From a dataset of Catalyst prediction with 721,799 reactions and 888 catalyst types from USPTO. Predict which catalyst facilitates the given reaction. (1) Reactant: Cl.[Br:2][C:3]1[CH:4]=[C:5]([Cl:30])[C:6]([O:9][CH:10]2[CH2:15][CH2:14][N:13]([CH2:16][C:17]3[C:25]([CH:26]4[CH2:28][CH2:27]4)=[CH:24][C:20]([C:21]([OH:23])=O)=[C:19]([F:29])[CH:18]=3)[CH2:12][CH2:11]2)=[N:7][CH:8]=1.C(N1C=CN=C1)(N1C=CN=C1)=O.N12CCCN=C1CCCCC2.[CH:54]1([S:57]([NH2:60])(=[O:59])=[O:58])[CH2:56][CH2:55]1. Product: [Br:2][C:3]1[CH:4]=[C:5]([Cl:30])[C:6]([O:9][CH:10]2[CH2:15][CH2:14][N:13]([CH2:16][C:17]3[C:25]([CH:26]4[CH2:27][CH2:28]4)=[CH:24][C:20]([C:21]([NH:60][S:57]([CH:54]4[CH2:56][CH2:55]4)(=[O:59])=[O:58])=[O:23])=[C:19]([F:29])[CH:18]=3)[CH2:12][CH2:11]2)=[N:7][CH:8]=1. The catalyst class is: 54. (2) Reactant: [CH2:1]([C:11]1[NH:15][C:14]2[CH:16]=[CH:17][CH:18]=[CH:19][C:13]=2[N:12]=1)[C:2]1[NH:6][C:5]2[CH:7]=[CH:8][CH:9]=[CH:10][C:4]=2[N:3]=1.[H-].[Na+].I[CH2:23][CH2:24][CH3:25]. Product: [CH:1]([C:2]1[N:6]([CH2:5][CH2:4][CH3:10])[C:5]2[CH:7]=[CH:8][CH:9]=[CH:10][C:4]=2[N:3]=1)([C:11]1[N:12]([CH2:2][CH2:1][CH3:11])[C:13]2[CH:19]=[CH:18][CH:17]=[CH:16][C:14]=2[N:15]=1)[CH2:23][CH2:24][CH3:25]. The catalyst class is: 9. (3) Product: [C:26]([C:29]1[N:30]=[N:31][N:32]([CH2:34][CH2:35][C@H:36]2[N:41]([C:19]([C:11]3[N:10]=[CH:9][N:8]([C@@H:3]4[CH2:4][CH2:5][CH2:6][CH2:7][C@@:2]4([OH:1])[CH2:22][O:23][CH3:24])[C:12]=3[C:13]3[CH:18]=[CH:17][CH:16]=[CH:15][CH:14]=3)=[O:20])[CH2:40][CH2:39][N:38]([C:42]([O:44][CH2:45][C:46]3[CH:47]=[CH:48][CH:49]=[CH:50][CH:51]=3)=[O:43])[CH2:37]2)[CH:33]=1)(=[O:28])[CH3:27]. The catalyst class is: 338. Reactant: [OH:1][C@@:2]1([CH2:22][O:23][CH3:24])[CH2:7][CH2:6][CH2:5][CH2:4][C@H:3]1[N:8]1[C:12]([C:13]2[CH:18]=[CH:17][CH:16]=[CH:15][CH:14]=2)=[C:11]([C:19](O)=[O:20])[N:10]=[CH:9]1.Cl.[C:26]([C:29]1[N:30]=[N:31][N:32]([CH2:34][CH2:35][C@H:36]2[NH:41][CH2:40][CH2:39][N:38]([C:42]([O:44][CH2:45][C:46]3[CH:51]=[CH:50][CH:49]=[CH:48][CH:47]=3)=[O:43])[CH2:37]2)[CH:33]=1)(=[O:28])[CH3:27].CCN=C=NCCCN(C)C.Cl.C1C=CC2N(O)N=NC=2C=1.C(=O)([O-])O.[Na+]. (4) Reactant: [ClH:1].FC(F)(F)C(O)=O.C(OC([NH:16][CH2:17][CH2:18][NH:19][C:20]([C:22]1[CH:27]=[CH:26][C:25]([C:28]2[CH:33]=[CH:32][CH:31]=[C:30]([CH2:34][C@H:35]([NH:48][C:49]([C@H:51]3[CH2:56][CH2:55][C@H:54]([CH2:57][NH:58]C(=O)OC(C)(C)C)[CH2:53][CH2:52]3)=[O:50])[C:36]([NH:38][C:39]3[CH:47]=[C:46]4[C:42]([CH:43]=[N:44][NH:45]4)=[CH:41][CH:40]=3)=[O:37])[CH:29]=2)=[CH:24][CH:23]=1)=[O:21])=O)(C)(C)C.C(#N)C. Product: [ClH:1].[NH2:16][CH2:17][CH2:18][NH:19][C:20]([C:22]1[CH:27]=[CH:26][C:25]([C:28]2[CH:33]=[CH:32][CH:31]=[C:30]([CH2:34][C@H:35]([NH:48][C:49]([C@H:51]3[CH2:52][CH2:53][C@H:54]([CH2:57][NH2:58])[CH2:55][CH2:56]3)=[O:50])[C:36]([NH:38][C:39]3[CH:47]=[C:46]4[C:42]([CH:43]=[N:44][NH:45]4)=[CH:41][CH:40]=3)=[O:37])[CH:29]=2)=[CH:24][CH:23]=1)=[O:21]. The catalyst class is: 12.